Dataset: Full USPTO retrosynthesis dataset with 1.9M reactions from patents (1976-2016). Task: Predict the reactants needed to synthesize the given product. Given the product [F:1][C:2]1[C:10]2[S:9][C:8]([S:11][CH3:12])=[N:7][C:6]=2[CH:5]=[CH:4][C:3]=1[CH2:13][OH:14], predict the reactants needed to synthesize it. The reactants are: [F:1][C:2]1[C:10]2[S:9][C:8]([S:11][CH3:12])=[N:7][C:6]=2[CH:5]=[CH:4][C:3]=1[C:13](OC)=[O:14].CSC1SC2C=C(C(OCC)=O)C=CC=2N=1.